This data is from NCI-60 drug combinations with 297,098 pairs across 59 cell lines. The task is: Regression. Given two drug SMILES strings and cell line genomic features, predict the synergy score measuring deviation from expected non-interaction effect. (1) Drug 1: CCC1(C2=C(COC1=O)C(=O)N3CC4=CC5=C(C=CC(=C5CN(C)C)O)N=C4C3=C2)O.Cl. Drug 2: CC1CCCC2(C(O2)CC(NC(=O)CC(C(C(=O)C(C1O)C)(C)C)O)C(=CC3=CSC(=N3)C)C)C. Cell line: NCIH23. Synergy scores: CSS=68.5, Synergy_ZIP=0.793, Synergy_Bliss=-0.898, Synergy_Loewe=-0.526, Synergy_HSA=5.04. (2) Drug 1: C1C(C(OC1N2C=C(C(=O)NC2=O)F)CO)O. Drug 2: C1CNP(=O)(OC1)N(CCCl)CCCl. Cell line: SF-295. Synergy scores: CSS=3.99, Synergy_ZIP=-2.59, Synergy_Bliss=-4.60, Synergy_Loewe=-34.2, Synergy_HSA=-3.99. (3) Drug 1: CCCS(=O)(=O)NC1=C(C(=C(C=C1)F)C(=O)C2=CNC3=C2C=C(C=N3)C4=CC=C(C=C4)Cl)F. Drug 2: CN(C(=O)NC(C=O)C(C(C(CO)O)O)O)N=O. Cell line: HS 578T. Synergy scores: CSS=1.45, Synergy_ZIP=1.30, Synergy_Bliss=4.42, Synergy_Loewe=-1.81, Synergy_HSA=-1.95.